This data is from Forward reaction prediction with 1.9M reactions from USPTO patents (1976-2016). The task is: Predict the product of the given reaction. (1) Given the reactants [CH:1]([O:4][C:5](=[O:44])[C:6]1[C:11]([C:12]([F:15])([F:14])[F:13])=[CH:10][CH:9]=[CH:8][C:7]=1[CH:16]1[CH:20]([C:21]([N:23]2[CH:27]3[CH2:28][CH:29]4[C:32]([CH3:34])([CH3:33])[C:26]3([CH2:31][CH2:30]4)[CH2:25][S:24]2(=[O:36])=[O:35])=[O:22])[CH2:19][N:18](CC2C=CC=CC=2)[CH2:17]1)([CH3:3])[CH3:2].[C:45](O[C:45]([O:47][C:48]([CH3:51])([CH3:50])[CH3:49])=[O:46])([O:47][C:48]([CH3:51])([CH3:50])[CH3:49])=[O:46].[H][H], predict the reaction product. The product is: [C:48]([O:47][C:45]([N:18]1[CH2:17][CH:16]([C:7]2[CH:8]=[CH:9][CH:10]=[C:11]([C:12]([F:14])([F:15])[F:13])[C:6]=2[C:5]([O:4][CH:1]([CH3:3])[CH3:2])=[O:44])[CH:20]([C:21]([N:23]2[CH:27]3[CH2:28][CH:29]4[C:32]([CH3:33])([CH3:34])[C:26]3([CH2:31][CH2:30]4)[CH2:25][S:24]2(=[O:35])=[O:36])=[O:22])[CH2:19]1)=[O:46])([CH3:51])([CH3:50])[CH3:49]. (2) Given the reactants [N+:1]([C:4]1[CH:5]=[C:6]([CH:13]=[CH:14][C:15]=1[OH:16])[CH2:7][C@@H:8]([C:10]([OH:12])=[O:11])[NH2:9])([O-:3])=[O:2].[O:17](C(OC(C)(C)C)=O)[C:18]([O:20][C:21]([CH3:24])([CH3:23])[CH3:22])=O, predict the reaction product. The product is: [C:18]([NH:9][C@H:8]([C:10]([OH:12])=[O:11])[CH2:7][C:6]1[CH:13]=[CH:14][C:15]([OH:16])=[C:4]([N+:1]([O-:3])=[O:2])[CH:5]=1)([O:20][C:21]([CH3:24])([CH3:23])[CH3:22])=[O:17]. (3) The product is: [CH2:20]([N:27]1[CH2:28][CH:29]2[CH2:35][CH:33]([CH2:32][N:31]([C:36]([O:38][C:39]([CH3:42])([CH3:41])[CH3:40])=[O:37])[CH:30]2[CH3:1])[CH2:34]1)[C:21]1[CH:22]=[CH:23][CH:24]=[CH:25][CH:26]=1. Given the reactants [CH3:1]N(C)CCN(C)C.[Li]C(CC)C.C1CCCCC1.[CH2:20]([N:27]1[CH2:34][CH:33]2[CH2:35][CH:29]([CH2:30][N:31]([C:36]([O:38][C:39]([CH3:42])([CH3:41])[CH3:40])=[O:37])[CH2:32]2)[CH2:28]1)[C:21]1[CH:26]=[CH:25][CH:24]=[CH:23][CH:22]=1.N#N.S(OC)(OC)(=O)=O, predict the reaction product. (4) Given the reactants [CH2:1]([O:3][CH:4]([O:7][CH2:8][CH3:9])[CH2:5][NH2:6])[CH3:2].[N:10]1[C:19]2[C:14](=[CH:15][CH:16]=[CH:17][C:18]=2[CH:20]=O)[CH:13]=[CH:12][CH:11]=1, predict the reaction product. The product is: [CH2:1]([O:3][CH:4]([O:7][CH2:8][CH3:9])[CH2:5][NH:6][CH2:20][C:18]1[CH:17]=[CH:16][CH:15]=[C:14]2[C:19]=1[N:10]=[CH:11][CH:12]=[CH:13]2)[CH3:2]. (5) Given the reactants [CH3:1][O:2][C:3]([C:5]1[S:6][C:7]([C:27]#[C:28][C:29]([CH3:32])([CH3:31])[CH3:30])=[CH:8][C:9]=1[N:10]([C@H:20]1[CH2:25][CH2:24][C@@H:23]([OH:26])[CH2:22][CH2:21]1)[C:11]([C@H:13]1[CH2:18][CH2:17][C@H:16]([CH3:19])[CH2:15][CH2:14]1)=[O:12])=[O:4].[CH3:33][S:34](Cl)(=[O:36])=[O:35].C(N(CC)CC)C.O, predict the reaction product. The product is: [CH3:1][O:2][C:3]([C:5]1[S:6][C:7]([C:27]#[C:28][C:29]([CH3:31])([CH3:30])[CH3:32])=[CH:8][C:9]=1[N:10]([C@H:20]1[CH2:21][CH2:22][C@@H:23]([O:26][S:34]([CH3:33])(=[O:36])=[O:35])[CH2:24][CH2:25]1)[C:11]([C@H:13]1[CH2:18][CH2:17][C@H:16]([CH3:19])[CH2:15][CH2:14]1)=[O:12])=[O:4]. (6) Given the reactants Br[C:2]1[C:10]2[O:9][CH2:8][CH:7]([C:11]3[CH:16]=[CH:15][C:14]([CH:17]([CH3:19])[CH3:18])=[CH:13][CH:12]=3)[C:6]=2[C:5]([CH3:20])=[C:4]([NH:21][CH:22]=[O:23])[C:3]=1[CH3:24].[C:25]1(B(O)O)[CH:30]=[CH:29][CH:28]=[CH:27][CH:26]=1.COCCOC, predict the reaction product. The product is: [CH:17]([C:14]1[CH:13]=[CH:12][C:11]([CH:7]2[C:6]3[C:5]([CH3:20])=[C:4]([NH:21][CH:22]=[O:23])[C:3]([CH3:24])=[C:2]([C:25]4[CH:30]=[CH:29][CH:28]=[CH:27][CH:26]=4)[C:10]=3[O:9][CH2:8]2)=[CH:16][CH:15]=1)([CH3:19])[CH3:18]. (7) Given the reactants [C:1]([O:5][C:6]([N:8]1[C:16]2[C:11](=[CH:12][CH:13]=[CH:14][CH:15]=2)[CH:10]=[C:9]1[C:17]1[C:18](=[O:35])[N:19]([CH2:27][O:28][CH2:29][CH2:30][Si:31]([CH3:34])([CH3:33])[CH3:32])[CH:20]=[C:21]([C:23]([O:25]C)=[O:24])[CH:22]=1)=[O:7])([CH3:4])([CH3:3])[CH3:2].[OH-].[Li+], predict the reaction product. The product is: [C:1]([O:5][C:6]([N:8]1[C:16]2[C:11](=[CH:12][CH:13]=[CH:14][CH:15]=2)[CH:10]=[C:9]1[C:17]1[C:18](=[O:35])[N:19]([CH2:27][O:28][CH2:29][CH2:30][Si:31]([CH3:32])([CH3:33])[CH3:34])[CH:20]=[C:21]([C:23]([OH:25])=[O:24])[CH:22]=1)=[O:7])([CH3:4])([CH3:3])[CH3:2]. (8) Given the reactants [CH2:1]([O:3][C:4]([CH:6]1[CH2:11][N:10](CC2C=CC=CC=2)[CH2:9][CH2:8][N:7]1CC1C=CC=CC=1)=[O:5])[CH3:2], predict the reaction product. The product is: [CH2:1]([O:3][C:4]([CH:6]1[CH2:11][NH:10][CH2:9][CH2:8][NH:7]1)=[O:5])[CH3:2]. (9) Given the reactants C(N(CC)CC)C.[CH:8]1([NH2:11])[CH2:10][CH2:9]1.[CH3:12][C:13]1[CH:14]=[C:15]([CH:19]=[CH:20][C:21]=1[N+:22]([O-:24])=[O:23])[C:16](Cl)=[O:17].O, predict the reaction product. The product is: [CH:8]1([NH:11][C:16](=[O:17])[C:15]2[CH:19]=[CH:20][C:21]([N+:22]([O-:24])=[O:23])=[C:13]([CH3:12])[CH:14]=2)[CH2:10][CH2:9]1.